From a dataset of Forward reaction prediction with 1.9M reactions from USPTO patents (1976-2016). Predict the product of the given reaction. (1) Given the reactants [CH3:1][N:2]1[CH2:7][CH2:6][NH:5][CH:4]([C:8]([O:10]CC)=[O:9])[CH2:3]1.[OH-].[Na+], predict the reaction product. The product is: [CH3:1][N:2]1[CH2:7][CH2:6][NH:5][CH:4]([C:8]([OH:10])=[O:9])[CH2:3]1. (2) Given the reactants [Cl:1][C:2]1[CH:3]=[C:4]([C@@H:8]([OH:24])[CH2:9][NH:10][C@@H:11]2[CH2:16][CH2:15][CH2:14][C@@H:13]([C:17]3[CH:22]=[CH:21][CH:20]=[C:19]([OH:23])[CH:18]=3)[CH2:12]2)[CH:5]=[CH:6][CH:7]=1.C(=O)([O-])[O-].[K+].[K+].Br[CH2:32][C:33]([O:35][CH2:36][CH3:37])=[O:34].[C:38]([OH:45])(=[O:44])/[CH:39]=[CH:40]\[C:41]([OH:43])=[O:42], predict the reaction product. The product is: [C:38]([OH:45])(=[O:44])/[CH:39]=[CH:40]\[C:41]([OH:43])=[O:42].[Cl:1][C:2]1[CH:3]=[C:4]([C@@H:8]([OH:24])[CH2:9][NH:10][C@@H:11]2[CH2:16][CH2:15][CH2:14][C@@H:13]([C:17]3[CH:18]=[C:19]([CH:20]=[CH:21][CH:22]=3)[O:23][CH2:32][C:33]([O:35][CH2:36][CH3:37])=[O:34])[CH2:12]2)[CH:5]=[CH:6][CH:7]=1.